Dataset: Full USPTO retrosynthesis dataset with 1.9M reactions from patents (1976-2016). Task: Predict the reactants needed to synthesize the given product. (1) Given the product [F:15][C:16]([F:27])([F:26])[C:17]1[CH:22]=[C:21]([C:2]2[N:7]=[C:6]([CH:8]([CH3:14])[C:9]([O:11][CH2:12][CH3:13])=[O:10])[CH:5]=[CH:4][CH:3]=2)[CH:20]=[CH:19][CH:18]=1, predict the reactants needed to synthesize it. The reactants are: Cl[C:2]1[N:7]=[C:6]([CH:8]([CH3:14])[C:9]([O:11][CH2:12][CH3:13])=[O:10])[CH:5]=[CH:4][CH:3]=1.[F:15][C:16]([F:27])([F:26])[C:17]1[CH:18]=[C:19](B(O)O)[CH:20]=[CH:21][CH:22]=1.C([O-])([O-])=O.[Cs+].[Cs+].O. (2) Given the product [CH2:1]1[CH:12]2[CH:4]([N:5]([CH2:13][CH2:14][NH2:16])[C:6]3[CH:7]=[CH:8][CH:9]=[CH:10][C:11]=32)[CH2:3][CH2:2]1, predict the reactants needed to synthesize it. The reactants are: [CH2:1]1[CH:12]2[CH:4]([N:5]([CH2:13][C:14]([NH2:16])=O)[C:6]3[CH:7]=[CH:8][CH:9]=[CH:10][C:11]=32)[CH2:3][CH2:2]1. (3) The reactants are: C([S:9][C@H:10]1[CH2:14][CH2:13][N:12]([CH2:15][C:16]([C:18]2[CH:23]=[CH:22][CH:21]=[CH:20][CH:19]=2)=[O:17])[CH2:11]1)(=O)C1C=CC=CC=1. Given the product [SH:9][C@H:10]1[CH2:14][CH2:13][N:12]([CH2:15][C:16]([C:18]2[CH:23]=[CH:22][CH:21]=[CH:20][CH:19]=2)=[O:17])[CH2:11]1, predict the reactants needed to synthesize it. (4) Given the product [F:17][C:14]1[N:13]=[C:12]([CH3:18])[C:11]2[NH:10][C:3]3[C:2]([C:16]=2[CH:15]=1)=[CH:7][CH:6]=[C:5]([O:8][CH3:9])[CH:4]=3, predict the reactants needed to synthesize it. The reactants are: Cl[C:2]1[CH:7]=[CH:6][C:5]([O:8][CH3:9])=[CH:4][C:3]=1[NH:10][C:11]1[C:12]([CH3:18])=[N:13][C:14]([F:17])=[CH:15][CH:16]=1.F[B-](F)(F)F.C([PH+](C(C)(C)C)C(C)(C)C)(C)(C)C.C(=O)([O-])[O-].[K+].[K+].